Dataset: Peptide-MHC class II binding affinity with 134,281 pairs from IEDB. Task: Regression. Given a peptide amino acid sequence and an MHC pseudo amino acid sequence, predict their binding affinity value. This is MHC class II binding data. (1) The MHC is DRB1_0701 with pseudo-sequence DRB1_0701. The binding affinity (normalized) is 0.527. The peptide sequence is GLAYKFVVPGAATPY. (2) The peptide sequence is NKKYFAATQFEPLAA. The MHC is HLA-DPA10201-DPB11401 with pseudo-sequence HLA-DPA10201-DPB11401. The binding affinity (normalized) is 0.764. (3) The binding affinity (normalized) is 0.178. The MHC is DRB1_0405 with pseudo-sequence DRB1_0405. The peptide sequence is TEEQKLIEKINAGFK. (4) The peptide sequence is YDTYKCIPSLEAAVK. The MHC is DRB1_1302 with pseudo-sequence DRB1_1302. The binding affinity (normalized) is 0.237. (5) The peptide sequence is INEPEAAAIAYGLDR. The MHC is HLA-DQA10102-DQB10602 with pseudo-sequence HLA-DQA10102-DQB10602. The binding affinity (normalized) is 0.765. (6) The peptide sequence is RRDLRLASNAICSAVPV. The MHC is DRB1_0301 with pseudo-sequence DRB1_0301. The binding affinity (normalized) is 0.444. (7) The peptide sequence is ELPGVDPDKDVDIMV. The MHC is DRB3_0101 with pseudo-sequence DRB3_0101. The binding affinity (normalized) is 0.432.